This data is from Full USPTO retrosynthesis dataset with 1.9M reactions from patents (1976-2016). The task is: Predict the reactants needed to synthesize the given product. (1) Given the product [Br:1][C:2]1[CH:3]=[CH:4][C:5]([C@@H:8]([N:10]2[CH2:15][CH2:14][C@:13]([CH2:22][C:32](=[O:35])[CH3:31])([C:16]3[CH:21]=[CH:20][CH:19]=[CH:18][CH:17]=3)[O:12][C:11]2=[O:26])[CH3:9])=[CH:6][CH:7]=1, predict the reactants needed to synthesize it. The reactants are: [Br:1][C:2]1[CH:7]=[CH:6][C:5]([C@@H:8]([N:10]2[CH2:15][CH2:14][C@:13]([CH2:22]CC=O)([C:16]3[CH:21]=[CH:20][CH:19]=[CH:18][CH:17]=3)[O:12][C:11]2=[O:26])[CH3:9])=[CH:4][CH:3]=1.[O-]Cl=O.[Na+].[CH3:31][C:32]([OH:35])(C)C. (2) Given the product [O:82]=[C:77]1[CH:78]=[CH:79][C:80](=[O:81])[N:76]1[CH2:75][CH2:74][NH:73][C:14](=[O:16])[CH2:13][O:12][CH2:11][CH:9]1[CH2:8][CH2:7][CH2:6][CH:5]([O:4][CH2:3][C:2](=[O:1])[C@@:24]2([OH:65])[CH2:41][C@H:40]([O:42][C@@H:43]3[O:57][C@@H:56]([CH3:58])[C@H:46]4[O:47][C@H:48]5[N:53]([C@H:45]4[CH2:44]3)[CH2:52][CH2:51][O:50][C@@H:49]5[O:54][CH3:55])[C:39]3[C:26](=[C:27]([OH:64])[C:28]4[C:29](=[O:63])[C:30]5[C:35]([C:36](=[CH2:67])[C:37]=4[C:38]=3[OH:59])=[C:34]([O:61][CH3:62])[CH:33]=[CH:32][CH:31]=5)[CH2:25]2)[O:10]1, predict the reactants needed to synthesize it. The reactants are: [O:1]=[C:2]([C@@:24]1([OH:65])[CH2:41][C@H:40]([O:42][C@@H:43]2[O:57][C@@H:56]([CH3:58])[C@H:46]3[O:47][C@H:48]4[N:53]([C@H:45]3[CH2:44]2)[CH2:52][CH2:51][O:50][C@@H:49]4[O:54][CH3:55])[C:39]2[C:26](=[C:27]([OH:64])[C:28]3[C:29](=[O:63])[C:30]4[C:35]([C:36](=O)[C:37]=3[C:38]=2[OH:59])=[C:34]([O:61][CH3:62])[CH:33]=[CH:32][CH:31]=4)[CH2:25]1)[CH2:3][O:4][CH:5]1[O:10][CH:9]([CH2:11][O:12][CH2:13][C:14]([O:16]N2C(=O)CCC2=O)=O)[CH2:8][CH2:7][CH2:6]1.F[C:67](F)(F)C(O)=O.[NH2:73][CH2:74][CH2:75][N:76]1[C:80](=[O:81])[CH:79]=[CH:78][C:77]1=[O:82].C(N(CC)CC)C. (3) The reactants are: [C:1]([C:3]1[CH:8]=[CH:7][CH:6]=[CH:5][N:4]=1)#[CH:2].C[Si]([N:13]=[N+:14]=[N-:15])(C)C.CCOCC. Given the product [N:13]1[NH:14][N:15]=[C:1]([C:3]2[CH:8]=[CH:7][CH:6]=[CH:5][N:4]=2)[CH:2]=1, predict the reactants needed to synthesize it.